This data is from Forward reaction prediction with 1.9M reactions from USPTO patents (1976-2016). The task is: Predict the product of the given reaction. (1) Given the reactants Br[C:2]1[C:7]([CH3:8])=[CH:6][C:5]([O:9][CH2:10][CH2:11][CH2:12][S:13]([CH3:16])(=[O:15])=[O:14])=[CH:4][C:3]=1[CH3:17].[CH:18]([C:20]1[CH:21]=[C:22](B(O)O)[CH:23]=[CH:24][CH:25]=1)=[O:19].P([O-])([O-])([O-])=O.[K+].[K+].[K+].O, predict the reaction product. The product is: [CH3:17][C:3]1[CH:4]=[C:5]([O:9][CH2:10][CH2:11][CH2:12][S:13]([CH3:16])(=[O:15])=[O:14])[CH:6]=[C:7]([CH3:8])[C:2]=1[C:24]1[CH:23]=[CH:22][CH:21]=[C:20]([CH:18]=[O:19])[CH:25]=1. (2) Given the reactants [CH3:1][C:2]1[C:14]2[C:13]3[CH:12]=[CH:11][CH:10]=[CH:9][C:8]=3[C:7]([O:15][CH2:16][O:17][CH3:18])=[N:6][C:5]=2[N:4]([CH3:19])[N:3]=1.[Br:20]N1C(=O)CCC1=O, predict the reaction product. The product is: [Br:20][CH2:1][C:2]1[C:14]2[C:13]3[CH:12]=[CH:11][CH:10]=[CH:9][C:8]=3[C:7]([O:15][CH2:16][O:17][CH3:18])=[N:6][C:5]=2[N:4]([CH3:19])[N:3]=1. (3) The product is: [CH:6]([C:5]1[CH:4]=[C:3]([CH:10]=[CH:9][CH:8]=1)[CH2:2][P:11](=[O:16])([O:14][CH3:15])[O:12][CH3:13])=[O:7]. Given the reactants Br[CH2:2][C:3]1[CH:4]=[C:5]([CH:8]=[CH:9][CH:10]=1)[CH:6]=[O:7].[P:11]([O:16]C)([O:14][CH3:15])[O:12][CH3:13], predict the reaction product. (4) Given the reactants C([O:9][CH2:10][CH2:11][N:12]1[C:20]2[C:19](Cl)=[N:18][CH:17]=[N:16][C:15]=2[CH:14]=[CH:13]1)(=O)C1C=CC=CC=1.[S:22]1[C:26]2[CH:27]=[C:28]([O:31][C:32]3[CH:38]=[CH:37][C:35]([NH2:36])=[CH:34][C:33]=3[Cl:39])[CH:29]=[CH:30][C:25]=2[CH:24]=[N:23]1.Cl.N1C=CC=CC=1.C(=O)([O-])O.[Na+].[OH-].[Na+], predict the reaction product. The product is: [S:22]1[C:26]2[CH:27]=[C:28]([O:31][C:32]3[CH:38]=[CH:37][C:35]([NH:36][C:19]4[C:20]5[N:12]([CH2:11][CH2:10][OH:9])[CH:13]=[CH:14][C:15]=5[N:16]=[CH:17][N:18]=4)=[CH:34][C:33]=3[Cl:39])[CH:29]=[CH:30][C:25]=2[CH:24]=[N:23]1. (5) Given the reactants [CH2:1]([N:3]1[C:11]2[CH:10]=[C:9]([C:12]([O:14]C)=[O:13])[N:8]=[CH:7][C:6]=2[C:5]([CH3:16])=[CH:4]1)[CH3:2].[OH-].[Na+], predict the reaction product. The product is: [CH2:1]([N:3]1[C:11]2[CH:10]=[C:9]([C:12]([OH:14])=[O:13])[N:8]=[CH:7][C:6]=2[C:5]([CH3:16])=[CH:4]1)[CH3:2]. (6) Given the reactants [C:1]1([CH3:17])[CH:6]=[CH:5][C:4]([C:7]2[S:8][C:9]3[CH:15]=[CH:14][C:13]([NH2:16])=[CH:12][C:10]=3[N:11]=2)=[CH:3][CH:2]=1.[C:18](Cl)(=[O:22])[CH2:19][CH2:20][CH3:21].C(OCC)(=O)C, predict the reaction product. The product is: [C:1]1([CH3:17])[CH:2]=[CH:3][C:4]([C:7]2[S:8][C:9]3[CH:15]=[CH:14][C:13]([NH:16][C:18](=[O:22])[CH2:19][CH2:20][CH3:21])=[CH:12][C:10]=3[N:11]=2)=[CH:5][CH:6]=1. (7) Given the reactants [C:1]([C:4]1[C:12]2[O:11][CH2:10][C:9]([CH3:14])([CH3:13])[C:8]=2[CH:7]=[C:6]([Br:15])[CH:5]=1)(=O)[CH3:2].C([SiH](CC)CC)C.CO.C(=O)(O)[O-].[Na+], predict the reaction product. The product is: [Br:15][C:6]1[CH:5]=[C:4]([CH2:1][CH3:2])[C:12]2[O:11][CH2:10][C:9]([CH3:13])([CH3:14])[C:8]=2[CH:7]=1. (8) Given the reactants [Cl:1][C:2]1[N:7]=[CH:6][N:5]=[C:4]([O:8][C:9]2[CH:14]=[CH:13][C:12]([NH:15][C:16]([NH:18][C:19]3[CH:24]=[CH:23][CH:22]=[CH:21][CH:20]=3)=[O:17])=[CH:11][CH:10]=2)[CH:3]=1.[CH3:25][O:26][C:27]1[CH:28]=[C:29]([CH:31]=[C:32]([O:36][CH3:37])[C:33]=1[O:34][CH3:35])[NH2:30].C(OCC)(=O)C.O, predict the reaction product. The product is: [ClH:1].[C:19]1([NH:18][C:16]([NH:15][C:12]2[CH:13]=[CH:14][C:9]([O:8][C:4]3[CH:3]=[C:2]([NH:30][C:29]4[CH:31]=[C:32]([O:36][CH3:37])[C:33]([O:34][CH3:35])=[C:27]([O:26][CH3:25])[CH:28]=4)[N:7]=[CH:6][N:5]=3)=[CH:10][CH:11]=2)=[O:17])[CH:24]=[CH:23][CH:22]=[CH:21][CH:20]=1.